Dataset: Full USPTO retrosynthesis dataset with 1.9M reactions from patents (1976-2016). Task: Predict the reactants needed to synthesize the given product. (1) The reactants are: [C:1]12([NH2:11])[CH2:10][CH:5]3[CH2:6][CH:7]([CH2:9][CH:3]([CH2:4]3)[CH2:2]1)[CH2:8]2.[CH2:12]([S:14][C:15]1[CH:22]=[CH:21][C:18]([CH:19]=O)=[CH:17][CH:16]=1)[CH3:13].C12(NCC3C=CC(Br)=CC=3)CC3CC(CC(C3)C1)C2. Given the product [CH2:12]([S:14][C:15]1[CH:22]=[CH:21][C:18]([CH2:19][NH:11][C:1]23[CH2:8][CH:7]4[CH2:6][CH:5]([CH2:4][CH:3]([CH2:9]4)[CH2:2]2)[CH2:10]3)=[CH:17][CH:16]=1)[CH3:13], predict the reactants needed to synthesize it. (2) Given the product [CH2:18]([O:17][C:15]1[CH:16]=[C:9]([OH:8])[C:10]([F:20])=[C:11]([CH:14]=1)[CH:12]=[O:13])[CH3:19], predict the reactants needed to synthesize it. The reactants are: [Si]([O:8][C:9]1[C:10]([F:20])=[C:11]([CH:14]=[C:15]([O:17][CH2:18][CH3:19])[CH:16]=1)[CH:12]=[O:13])(C(C)(C)C)(C)C.CCCC[N+](CCCC)(CCCC)CCCC.[F-].